This data is from Full USPTO retrosynthesis dataset with 1.9M reactions from patents (1976-2016). The task is: Predict the reactants needed to synthesize the given product. Given the product [OH:2][CH2:3][C:4]1[C:5]([CH3:18])=[C:6]([F:17])[CH:7]=[CH:8][C:9]=1[N:10]1[C:14](=[O:15])[N:13]([CH3:16])[N:12]=[N:11]1, predict the reactants needed to synthesize it. The reactants are: C[O:2][C:3](=O)[C:4]1[C:9]([N:10]2[C:14](=[O:15])[N:13]([CH3:16])[N:12]=[N:11]2)=[CH:8][CH:7]=[C:6]([F:17])[C:5]=1[CH3:18].C([BH-](CC)CC)C.[Li+].O.Cl.